From a dataset of hERG potassium channel inhibition data for cardiac toxicity prediction from Karim et al.. Regression/Classification. Given a drug SMILES string, predict its toxicity properties. Task type varies by dataset: regression for continuous values (e.g., LD50, hERG inhibition percentage) or binary classification for toxic/non-toxic outcomes (e.g., AMES mutagenicity, cardiotoxicity, hepatotoxicity). Dataset: herg_karim. (1) The molecule is Cc1ncc(C=C2CC3C4CCC5N(C)C(=O)C=CC5(C)C4CCC3(C)C2O)cn1. The result is 0 (non-blocker). (2) The drug is CC(=O)N(CCOc1ccc([N+](=O)[O-])cc1)CCc1ccc([N+](=O)[O-])cc1. The result is 1 (blocker). (3) The drug is CN(CCOc1ccc(C(N)=O)cc1)CCc1ccc(NS(C)(=O)=O)cc1. The result is 1 (blocker). (4) The compound is Cc1nccn1-c1ccc(-c2cn(CC(=O)Nc3cccc(Cl)c3Cl)nn2)cn1. The result is 1 (blocker). (5) The molecule is N#Cc1cnc(Nc2cc(N3CCN(CCCN4CCOCC4)CC3)ncn2)s1. The result is 1 (blocker). (6) The result is 0 (non-blocker). The molecule is COc1cc(F)c(F)c(Nc2ccc(I)cc2F)c1NS(=O)(=O)C1(C[C@H](O)CO)CC1.